Dataset: Full USPTO retrosynthesis dataset with 1.9M reactions from patents (1976-2016). Task: Predict the reactants needed to synthesize the given product. (1) Given the product [C:13]([OH:15])(=[O:14])[CH:11]=[CH2:10].[NH2:35][C:13]([O:15][CH2:22][CH3:31])=[O:14], predict the reactants needed to synthesize it. The reactants are: C[C@@]12[CH:10]([C:11]([C:13]([O-:15])=[O:14])=C)C[C@H](C1(C)C)CC2.C(C1C(O)=C(C(C)(C)C)C=[C:22]([CH3:31])C=1)(C)(C)C.CC1C(=CC(=CC=1)N=C=O)[N:35]=C=O.C([O-])(=O)CCCCCCCCCCC.C([O-])(=O)CCCCCCCCCCC.C([Sn+2]CCCC)CCC.C(OCCO)(=O)C=C.CCCCO[C@H](CO)CC. (2) Given the product [NH2:1][CH:2]([C:7]1[CH:12]=[C:11]([N+:26]([O-:28])=[O:27])[CH:10]=[CH:9][C:8]=1[CH3:16])[CH2:3][C:4]([OH:6])=[O:5], predict the reactants needed to synthesize it. The reactants are: [NH2:1][CH:2]([C:7]1[CH:12]=[CH:11][C:10]([N+]([O-])=O)=[CH:9][C:8]=1[CH3:16])[CH2:3][C:4]([OH:6])=[O:5].CC1C=C([N+:26]([O-:28])=[O:27])C=CC=1C=O.C(O)(=O)CC(O)=O.C([O-])(=O)C.[NH4+].